From a dataset of Full USPTO retrosynthesis dataset with 1.9M reactions from patents (1976-2016). Predict the reactants needed to synthesize the given product. (1) The reactants are: [CH2:1]([O:5][CH2:6][CH2:7][O:8][C:9]1[CH:14]=[CH:13][C:12]([C:15]2[CH:16]=[CH:17][C:18]3[N:24]([CH2:25][CH:26]([CH3:28])[CH3:27])[CH2:23][CH2:22][C:21]([C:29]([NH:31][C:32]4[CH:37]=[CH:36][C:35]([S:38][CH2:39][C:40]5[N:44]([CH2:45][CH2:46][CH3:47])[C:43](=[O:48])[NH:42][N:41]=5)=[CH:34][CH:33]=4)=[O:30])=[CH:20][C:19]=3[CH:49]=2)=[CH:11][CH:10]=1)[CH2:2][CH2:3][CH3:4].ClC1C=CC=C(C(OO)=[O:58])C=1.S([O-])([O-])(=O)=S.[Na+].[Na+]. Given the product [CH2:1]([O:5][CH2:6][CH2:7][O:8][C:9]1[CH:10]=[CH:11][C:12]([C:15]2[CH:16]=[CH:17][C:18]3[N:24]([CH2:25][CH:26]([CH3:27])[CH3:28])[CH2:23][CH2:22][C:21]([C:29]([NH:31][C:32]4[CH:33]=[CH:34][C:35]([S:38]([CH2:39][C:40]5[N:44]([CH2:45][CH2:46][CH3:47])[C:43](=[O:48])[NH:42][N:41]=5)=[O:58])=[CH:36][CH:37]=4)=[O:30])=[CH:20][C:19]=3[CH:49]=2)=[CH:13][CH:14]=1)[CH2:2][CH2:3][CH3:4], predict the reactants needed to synthesize it. (2) Given the product [OH:30][C:27]([CH3:28])([CH3:29])[CH2:26][C@@:17]1([C:20]2[CH:25]=[CH:24][CH:23]=[CH:22][CH:21]=2)[O:16][C:15](=[O:31])[N:14]([C@H:12]([C:9]2[CH:10]=[CH:11][C:6]([C:5]([OH:32])=[O:4])=[CH:7][CH:8]=2)[CH3:13])[CH2:19][CH2:18]1, predict the reactants needed to synthesize it. The reactants are: [OH-].[Na+].C[O:4][C:5](=[O:32])[C:6]1[CH:11]=[CH:10][C:9]([C@@H:12]([N:14]2[CH2:19][CH2:18][C@:17]([CH2:26][C:27]([OH:30])([CH3:29])[CH3:28])([C:20]3[CH:25]=[CH:24][CH:23]=[CH:22][CH:21]=3)[O:16][C:15]2=[O:31])[CH3:13])=[CH:8][CH:7]=1. (3) Given the product [CH3:12][N:11]([CH3:13])[CH2:10][C:9]([NH:8][CH2:7][C:6]([OH:15])=[O:5])=[O:14], predict the reactants needed to synthesize it. The reactants are: C([O:5][C:6](=[O:15])[CH2:7][NH:8][C:9](=[O:14])[CH2:10][N:11]([CH3:13])[CH3:12])(C)(C)C. (4) The reactants are: [NH:1]1[C:9]2[C:4](=[CH:5][CH:6]=[C:7]([C:10]([NH2:12])=[O:11])[CH:8]=2)[CH:3]=[N:2]1.[I:13]I.[OH-].[K+]. Given the product [I:13][C:3]1[C:4]2[C:9](=[CH:8][C:7]([C:10]([NH2:12])=[O:11])=[CH:6][CH:5]=2)[NH:1][N:2]=1, predict the reactants needed to synthesize it. (5) Given the product [Br:1][CH:64]([CH3:65])[C:63]([C:57]1[CH:58]=[CH:59][C:60]([Cl:62])=[CH:61][C:56]=1[Cl:55])=[O:66], predict the reactants needed to synthesize it. The reactants are: [Br-:1].[Br-].[Br-].C([N+](CCCC)(CCCC)CCCC)CCC.C([N+](CCCC)(CCCC)CCCC)CCC.C([N+](CCCC)(CCCC)CCCC)CCC.[Cl:55][C:56]1[CH:61]=[C:60]([Cl:62])[CH:59]=[CH:58][C:57]=1[C:63](=[O:66])[CH2:64][CH3:65]. (6) Given the product [CH3:1][C:2]([CH3:10])([C:4](=[O:9])[CH2:5][CH2:6][CH2:7][CH3:8])[CH3:3], predict the reactants needed to synthesize it. The reactants are: [CH3:1][C:2]([CH3:10])([CH:4]([OH:9])[CH2:5][CH2:6][CH2:7][CH3:8])[CH3:3].[Cr](Cl)([O-])(=O)=O.[NH+]1C=CC=CC=1. (7) The reactants are: [CH2:1]1[C:30]2[C:5](=[CH:6][C:7]3[C:8](=O)[C:9]4[C:26]([CH2:27][C:28]=3[CH:29]=2)=[CH:25][C:24]2[C:23](=O)[C:22]3[C:13](=[CH:14][C:15]5[CH2:16][CH2:17][CH2:18][CH2:19][C:20]=5[CH:21]=3)[CH2:12][C:11]=2[CH:10]=4)[CH2:4][CH2:3][CH2:2]1.C1C2C(=CC3C(=O)C4C(CC=3C=2)=CC2CC3C(=CC5CCCCC=5C=3)C(=O)C=2C=4)CCC1. Given the product [CH2:16]1[C:15]2[C:20](=[CH:21][C:22]3[C:13]([CH:14]=2)=[CH:12][C:11]2[C:24](=[CH:25][C:26]4[C:9]([CH:10]=2)=[CH:8][C:7]2[C:28](=[CH:29][C:30]5[CH2:1][CH2:2][CH2:3][CH2:4][C:5]=5[CH:6]=2)[CH:27]=4)[CH:23]=3)[CH2:19][CH2:18][CH2:17]1, predict the reactants needed to synthesize it. (8) Given the product [CH3:13][O:12][C:4]1[CH:3]=[C:2]([B:17]2[O:18][C:19]([CH3:21])([CH3:20])[C:15]([CH3:31])([CH3:14])[O:16]2)[CH:11]=[CH:10][C:5]=1[C:6]([O:8][CH3:9])=[O:7], predict the reactants needed to synthesize it. The reactants are: Br[C:2]1[CH:11]=[CH:10][C:5]([C:6]([O:8][CH3:9])=[O:7])=[C:4]([O:12][CH3:13])[CH:3]=1.[CH3:14][C:15]1([CH3:31])[C:19]([CH3:21])([CH3:20])[O:18][B:17]([B:17]2[O:18][C:19]([CH3:21])([CH3:20])[C:15]([CH3:31])([CH3:14])[O:16]2)[O:16]1.C([O-])(=O)C.[K+]. (9) Given the product [I:1][C:2]1[N:3]=[N:4][C:5]([NH:10][CH3:9])=[CH:6][CH:7]=1, predict the reactants needed to synthesize it. The reactants are: [I:1][C:2]1[N:3]=[N:4][C:5](I)=[CH:6][CH:7]=1.[CH3:9][NH2:10]. (10) The reactants are: [F:1][C:2]1[CH:7]=[C:6]([I:8])[CH:5]=[CH:4][C:3]=1[NH:9][C:10]1[CH:17]=[N:16][CH:15]=[CH:14][C:11]=1[C:12]#[N:13].[Cl-].[NH4+].[N-:20]=[N+:21]=[N-:22].[Na+]. Given the product [F:1][C:2]1[CH:7]=[C:6]([I:8])[CH:5]=[CH:4][C:3]=1[NH:9][C:10]1[CH:17]=[N:16][CH:15]=[CH:14][C:11]=1[C:12]1[NH:22][N:21]=[N:20][N:13]=1, predict the reactants needed to synthesize it.